Predict the reactants needed to synthesize the given product. From a dataset of Full USPTO retrosynthesis dataset with 1.9M reactions from patents (1976-2016). (1) Given the product [C:31]([N:24]([CH2:23][C:14]1[CH:15]=[C:16]([C:19]([F:20])([F:21])[F:22])[CH:17]=[CH:18][C:13]=1[C:7]1[C:8]([O:11][CH3:12])=[CH:9][CH:10]=[C:5]([CH2:4][C:3]([OH:2])=[O:30])[CH:6]=1)[CH2:25][C:26]([F:29])([F:27])[F:28])(=[O:33])[CH3:32], predict the reactants needed to synthesize it. The reactants are: C[O:2][C:3](=[O:30])[CH2:4][C:5]1[CH:6]=[C:7]([C:13]2[CH:18]=[CH:17][C:16]([C:19]([F:22])([F:21])[F:20])=[CH:15][C:14]=2[CH2:23][NH:24][CH2:25][C:26]([F:29])([F:28])[F:27])[C:8]([O:11][CH3:12])=[CH:9][CH:10]=1.[C:31](Cl)(=[O:33])[CH3:32]. (2) Given the product [OH:36][CH:32]([C:35]1[CH:14]=[C:15]2[C:10](=[CH:11][CH:12]=1)[NH:9][C:8](=[O:25])[C:7]([C:5]1[O:4][N:3]=[C:2]([CH3:1])[CH:6]=1)=[C:16]2[C:17]1[CH:22]=[CH:21][CH:20]=[CH:19][CH:18]=1)[CH2:34][OH:27], predict the reactants needed to synthesize it. The reactants are: [CH3:1][C:2]1[CH:6]=[C:5]([C:7]2[C:8](=[O:25])[NH:9][C:10]3[C:15]([C:16]=2[C:17]2[CH:22]=[CH:21][CH:20]=[CH:19][CH:18]=2)=[CH:14]C(C=C)=[CH:12][CH:11]=3)[O:4][N:3]=1.S([O-])([O-])=[O:27].[Na+].[Na+].[C:32]([OH:36])([CH3:35])([CH3:34])C. (3) Given the product [NH2:13][C:12]1[CH:14]=[CH:15][C:9]([C:6](=[O:8])[CH3:7])=[CH:10][C:11]=1[I:16], predict the reactants needed to synthesize it. The reactants are: C([O-])([O-])=O.[Ca+2].[C:6]([C:9]1[CH:15]=[CH:14][C:12]([NH2:13])=[CH:11][CH:10]=1)(=[O:8])[CH3:7].[I:16]Cl. (4) The reactants are: C(O[CH:4](OCC)[CH2:5][S:6][C:7]1[CH:12]=[CH:11][CH:10]=[C:9]([F:13])[CH:8]=1)C. Given the product [F:13][C:9]1[CH:10]=[CH:11][C:12]2[CH:4]=[CH:5][S:6][C:7]=2[CH:8]=1, predict the reactants needed to synthesize it. (5) Given the product [OH:32][CH2:31][C:30]([NH:34][C:1]([C:2]1[CH:11]=[CH:10][C:9]2[C:4](=[CH:5][CH:6]=[CH:7][CH:8]=2)[N:3]=1)=[O:13])([CH3:33])[CH3:29], predict the reactants needed to synthesize it. The reactants are: [C:1]([OH:13])(=O)[C:2]1[CH:11]=[CH:10][C:9]2[C:4](=[CH:5][CH:6]=[CH:7][CH:8]=2)[N:3]=1.CN1CCOCC1.C(OC(Cl)=O)C(C)C.[CH3:29][C:30]([NH2:34])([CH3:33])[CH2:31][OH:32]. (6) Given the product [CH3:1][C:2]1[CH:7]=[C:6]([C:8]2[CH:13]=[CH:12][C:11]([C:14]([F:17])([F:16])[F:15])=[CH:10][CH:9]=2)[N:5]=[C:4]([C:18]2[CH:19]=[C:20]([C:28]3[CH:33]=[CH:32][CH:31]=[C:30]([S:34]([NH2:37])(=[O:36])=[O:35])[CH:29]=3)[CH:21]=[CH:22][CH:23]=2)[CH:3]=1, predict the reactants needed to synthesize it. The reactants are: [CH3:1][C:2]1[CH:7]=[C:6]([C:8]2[CH:13]=[CH:12][C:11]([C:14]([F:17])([F:16])[F:15])=[CH:10][CH:9]=2)[N:5]=[C:4]([C:18]2[CH:19]=[C:20](B(O)O)[CH:21]=[CH:22][CH:23]=2)[CH:3]=1.Br[C:28]1[CH:29]=[C:30]([S:34]([NH2:37])(=[O:36])=[O:35])[CH:31]=[CH:32][CH:33]=1. (7) Given the product [Br:1][C:2]1[C:3]([CH2:30][N:31]2[CH2:36][CH2:35][CH2:34][C@H:33]([NH:37][CH3:38])[CH2:32]2)=[C:4]([C:26]([F:27])([F:29])[F:28])[CH:5]=[C:6]2[C:11]=1[N:10]=[CH:9][N:8]([CH2:12][C:13]1[CH:18]=[C:17]([Cl:19])[CH:16]=[CH:15][C:14]=1[S:20]([CH2:23][CH3:24])(=[O:22])=[O:21])[C:7]2=[O:25], predict the reactants needed to synthesize it. The reactants are: [Br:1][C:2]1[C:3]([CH2:30][N:31]2[CH2:36][CH2:35][CH2:34][C@H:33]([N:37](C)[C:38](=O)OC(C)(C)C)[CH2:32]2)=[C:4]([C:26]([F:29])([F:28])[F:27])[CH:5]=[C:6]2[C:11]=1[N:10]=[CH:9][N:8]([CH2:12][C:13]1[CH:18]=[C:17]([Cl:19])[CH:16]=[CH:15][C:14]=1[S:20]([CH2:23][CH3:24])(=[O:22])=[O:21])[C:7]2=[O:25].Cl.C(S(N1C=CC=C1CN)(=O)=O)C. (8) Given the product [CH3:7][O:8][C:9]1[CH:14]=[CH:13][C:12]([C:15]2[N:16]=[CH:17][N:18]([C:20]([N:22]([CH3:29])[CH:23]3[CH2:28][CH2:27][N:26]([C:1](=[O:4])[CH2:2][CH3:3])[CH2:25][CH2:24]3)=[O:21])[CH:19]=2)=[CH:11][C:10]=1[CH3:30], predict the reactants needed to synthesize it. The reactants are: [C:1](Cl)(=[O:4])[CH2:2][CH3:3].Cl.[CH3:7][O:8][C:9]1[CH:14]=[CH:13][C:12]([C:15]2[N:16]=[CH:17][N:18]([C:20]([N:22]([CH3:29])[CH:23]3[CH2:28][CH2:27][NH:26][CH2:25][CH2:24]3)=[O:21])[CH:19]=2)=[CH:11][C:10]=1[CH3:30].CCN(C(C)C)C(C)C.O. (9) Given the product [CH3:1][O:2][C:3](=[O:38])[CH2:4][N:5]([S:27](=[O:37])(=[O:36])[NH2:28])[C:6]1[CH:7]=[C:8]2[C:13](=[CH:14][C:15]=1[O:16][CH2:17][C:18]1[CH:23]=[CH:22][CH:21]=[CH:20][CH:19]=1)[O:12][C:11](=[O:24])[C:10]([O:25][CH3:26])=[CH:9]2, predict the reactants needed to synthesize it. The reactants are: [CH3:1][O:2][C:3](=[O:38])[CH2:4][N:5]([S:27](=[O:37])(=[O:36])[NH:28]C(OC(C)(C)C)=O)[C:6]1[CH:7]=[C:8]2[C:13](=[CH:14][C:15]=1[O:16][CH2:17][C:18]1[CH:23]=[CH:22][CH:21]=[CH:20][CH:19]=1)[O:12][C:11](=[O:24])[C:10]([O:25][CH3:26])=[CH:9]2.